From a dataset of Full USPTO retrosynthesis dataset with 1.9M reactions from patents (1976-2016). Predict the reactants needed to synthesize the given product. (1) Given the product [N:37]1([C:33]2[CH:32]=[C:31]([NH:30][C:27]3[N:26]=[CH:25][C:24]4=[CH:23][CH:22]=[CH:21][N:29]4[N:28]=3)[CH:36]=[CH:35][CH:34]=2)[CH2:38][CH2:39][O:40][CH2:41][CH2:42]1, predict the reactants needed to synthesize it. The reactants are: C1(P(C2C=CC=CC=2)C2C=CC=CC=2)C=CC=CC=1.Br[C:21]1[N:29]2[C:24]([CH:25]=[N:26][C:27]([NH:30][C:31]3[CH:36]=[CH:35][CH:34]=[C:33]([N:37]4[CH2:42][CH2:41][O:40][CH2:39][CH2:38]4)[CH:32]=3)=[N:28]2)=[CH:23][CH:22]=1.ClC1C=CC(C(F)(F)F)=CC=1B(O)O.C(=O)([O-])[O-].[Na+].[Na+].[Cl-].[Na+]. (2) Given the product [CH3:23][O:22][CH2:21][CH:20]1[NH:19][CH2:18][CH:15]2[N:14]([CH2:17][CH2:16]2)[C:24]1=[O:26], predict the reactants needed to synthesize it. The reactants are: C(=O)([O-])[O-].[K+].[K+].FC(F)(F)C(O)=O.[NH:14]1[CH2:17][CH2:16][CH:15]1[CH2:18][N:19](C(OCC1C=CC=CC=1)=O)[C@H:20]([C:24]([O:26]C)=O)[CH2:21][O:22][CH3:23]. (3) Given the product [O:21]=[C:20]1[C:4]2[C:5]3[C:6](=[C:7]([C:11]4[CH:12]=[CH:13][CH:14]=[CH:15][CH:16]=4)[NH:8][C:9]=3[CH:10]=[C:2]([NH:1][C:31](=[O:32])[CH2:30][CH2:29][CH2:28][C:22]3[CH:27]=[CH:26][CH:25]=[CH:24][CH:23]=3)[CH:3]=2)[CH:17]=[N:18][NH:19]1, predict the reactants needed to synthesize it. The reactants are: [NH2:1][C:2]1[CH:3]=[C:4]2[C:20](=[O:21])[NH:19][N:18]=[CH:17][C:6]3=[C:7]([C:11]4[CH:16]=[CH:15][CH:14]=[CH:13][CH:12]=4)[NH:8][C:9]([CH:10]=1)=[C:5]23.[C:22]1([CH2:28][CH2:29][CH2:30][C:31](O)=[O:32])[CH:27]=[CH:26][CH:25]=[CH:24][CH:23]=1.C(N(CC)CC)C.F[P-](F)(F)(F)(F)F.N1(OC(N(C)C)=[N+](C)C)C2N=CC=CC=2N=N1. (4) Given the product [N:30]1([C:28](=[O:29])[CH2:27][NH:26][C:20]([C:18]2[CH:17]=[CH:16][C:13]3[N:14]([CH3:15])[C:10]([NH:9][C:7]4[S:8][C:4]5[CH:3]=[C:2]([Cl:1])[CH:24]=[CH:23][C:5]=5[N:6]=4)=[N:11][C:12]=3[CH:19]=2)=[O:22])[CH2:35][CH2:34][O:33][CH2:32][CH2:31]1, predict the reactants needed to synthesize it. The reactants are: [Cl:1][C:2]1[CH:24]=[CH:23][C:5]2[N:6]=[C:7]([NH:9][C:10]3[N:14]([CH3:15])[C:13]4[CH:16]=[CH:17][C:18]([C:20]([OH:22])=O)=[CH:19][C:12]=4[N:11]=3)[S:8][C:4]=2[CH:3]=1.Cl.[NH2:26][CH2:27][C:28]([N:30]1[CH2:35][CH2:34][O:33][CH2:32][CH2:31]1)=[O:29].CN(C(ON1N=NC2C=CC=CC1=2)=[N+](C)C)C.F[P-](F)(F)(F)(F)F.CCN(C(C)C)C(C)C. (5) Given the product [CH2:26]([O:28][C:29]1[CH:30]=[C:31](/[CH:43]=[C:44](\[CH2:50][CH3:51])/[C:45]([O:47][CH2:48][CH3:49])=[O:46])[CH:32]=[CH:33][C:34]=1[C:56]1[CH:57]=[CH:58][CH:59]=[C:54]([NH:53][CH3:52])[CH:55]=1)[CH3:27], predict the reactants needed to synthesize it. The reactants are: C1(P(C2CCCCC2)C2C=CC=CC=2C2C=CC=CC=2)CCCCC1.[CH2:26]([O:28][C:29]1[CH:30]=[C:31](/[CH:43]=[C:44](\[CH2:50][CH3:51])/[C:45]([O:47][CH2:48][CH3:49])=[O:46])[CH:32]=[CH:33][C:34]=1OS(C(F)(F)F)(=O)=O)[CH3:27].[CH3:52][NH:53][C:54]1[CH:59]=[CH:58][CH:57]=[C:56](B2OC(C)(C)C(C)(C)O2)[CH:55]=1.P([O-])([O-])([O-])=O.[K+].[K+].[K+]. (6) Given the product [CH:1]1([N:4]2[C:8]3[C:9]([O:19][C@@H:20]([C@H:22]4[CH2:26][NH:25][C:24](=[O:27])[CH2:23]4)[CH3:21])=[CH:10][C:11]([C:34]4[CH:35]=[CH:36][C:31]([O:30][CH:29]([F:28])[F:48])=[C:32]([O:46][CH3:47])[CH:33]=4)=[CH:12][C:7]=3[N:6]=[CH:5]2)[CH2:2][CH2:3]1, predict the reactants needed to synthesize it. The reactants are: [CH:1]1([N:4]2[C:8]3[C:9]([O:19][C@@H:20]([C@H:22]4[CH2:26][NH:25][C:24](=[O:27])[CH2:23]4)[CH3:21])=[CH:10][C:11](C4C=CC=CC=4)=[CH:12][C:7]=3[N:6]=[CH:5]2)[CH2:3][CH2:2]1.[F:28][CH:29]([F:48])[O:30][C:31]1[CH:36]=[CH:35][C:34](B2OC(C)(C)C(C)(C)O2)=[CH:33][C:32]=1[O:46][CH3:47].